Dataset: Experimentally validated miRNA-target interactions with 360,000+ pairs, plus equal number of negative samples. Task: Binary Classification. Given a miRNA mature sequence and a target amino acid sequence, predict their likelihood of interaction. (1) The miRNA is hsa-miR-5188 with sequence AAUCGGACCCAUUUAAACCGGAG. The protein sequence of the target gene is MPKVKRSRKAPPDGWELIEPTLDELDQKMREAETEPHEGKRKVESLWPIFRIHHQKTRYIFDLFYKRKAISRELYEYCIKEGYADKNLIAKWKKQGYENLCCLRCIQTRDTNFGTNCICRVPKSKLEVGRIIECTHCGCRGCSG. Result: 0 (no interaction). (2) The miRNA is mmu-miR-467d-5p with sequence UAAGUGCGCGCAUGUAUAUGCG. The protein sequence of the target gene is MIMFLPVGRMSLGILILFLTGGNLVSASEERQEPMHAVSVLSPEKSTDLSLPTRKRQLLDATETGRRWLLRRRRSILFPNGVKICSSETVAEAVANHVKYFKARVCQEAIWEAFRTFWDRLPGRDEYRHWMNLCEDGVTSVFEMGAHFSQSVEHRNLIMKKLAYTREAESSSCKDQSCGPELSFPVPIGETSTLTGAVSSASYPGLASESSAASPQESISNEIENVTEEPTQPAAEQIAEFSIQLLGKRYSEELRDPSSALYRLLVEEFISEVEKAFTGLPGYKGIRVLEFRAPEENDSG.... Result: 0 (no interaction).